Dataset: Reaction yield outcomes from USPTO patents with 853,638 reactions. Task: Predict the reaction yield, written as a fraction of the theoretical maximum amount of product (1.0 means a 100% yield; for example, 0.34 means a 34% yield). (1) The yield is 0.700. The catalyst is COCCOC.Cl[Pd](Cl)([P](C1C=CC=CC=1)(C1C=CC=CC=1)C1C=CC=CC=1)[P](C1C=CC=CC=1)(C1C=CC=CC=1)C1C=CC=CC=1. The product is [F:13][C:14]([F:25])([F:24])[C:15]1[CH:20]=[CH:19][C:18]([C:2]2[CH:12]=[CH:11][C:5]([C:6]([O:8][CH2:9][CH3:10])=[O:7])=[CH:4][CH:3]=2)=[CH:17][CH:16]=1. The reactants are Br[C:2]1[CH:12]=[CH:11][C:5]([C:6]([O:8][CH2:9][CH3:10])=[O:7])=[CH:4][CH:3]=1.[F:13][C:14]([F:25])([F:24])[C:15]1[CH:20]=[CH:19][C:18](B(O)O)=[CH:17][CH:16]=1.C(=O)([O-])[O-].[Na+].[Na+]. (2) The reactants are [H-].[Na+].[CH3:3][S:4]([NH2:7])(=[O:6])=[O:5].[C:8]([NH:12][C:13]([C:15]1[CH:20]=[CH:19][C:18]([C:21]2[CH:26]=[CH:25][CH:24]=[C:23]([CH:27]3[C:36]([CH3:38])([CH3:37])[CH2:35][C:34]4[C:29](=[CH:30][CH:31]=[C:32]([C:39](O)=[O:40])[CH:33]=4)[NH:28]3)[CH:22]=2)=[CH:17][CH:16]=1)=[O:14])([CH3:11])([CH3:10])[CH3:9].C(N1C=CN=C1)(N1C=CN=C1)=O. The catalyst is CN(C)C=O. The product is [C:8]([NH:12][C:13]([C:15]1[CH:16]=[CH:17][C:18]([C:21]2[CH:26]=[CH:25][CH:24]=[C:23]([CH:27]3[C:36]([CH3:38])([CH3:37])[CH2:35][C:34]4[C:29](=[CH:30][CH:31]=[C:32]([C:39]([NH:7][S:4]([CH3:3])(=[O:6])=[O:5])=[O:40])[CH:33]=4)[NH:28]3)[CH:22]=2)=[CH:19][CH:20]=1)=[O:14])([CH3:11])([CH3:9])[CH3:10]. The yield is 0.200. (3) The reactants are F[C:2]1[N:7]=[C:6]([CH3:8])[C:5]([NH2:9])=[CH:4][CH:3]=1.[CH2:10]([SH:13])[CH2:11][CH3:12].[OH-].[K+]. The catalyst is CCO. The product is [CH3:8][C:6]1[C:5]([NH2:9])=[CH:4][CH:3]=[C:2]([S:13][CH2:10][CH2:11][CH3:12])[N:7]=1. The yield is 0.750. (4) The reactants are Br[C:2]1[CH:3]=[C:4]([CH:7]=[CH:8][CH:9]=1)[CH:5]=[O:6].[CH3:10][O:11][C:12]1[CH:17]=[CH:16][C:15](B(O)O)=[CH:14][N:13]=1. No catalyst specified. The product is [CH3:10][O:11][C:12]1[N:13]=[CH:14][C:15]([C:2]2[CH:3]=[C:4]([CH:7]=[CH:8][CH:9]=2)[CH:5]=[O:6])=[CH:16][CH:17]=1. The yield is 0.440. (5) The product is [C:1]([O:5][C:6](=[O:28])[C@@H:7]([N:10]1[CH:15]=[CH:14][CH:13]=[C:12]([N:16]([C:17]([O:19][CH2:20][C:21]2[CH:22]=[CH:23][CH:24]=[CH:25][CH:26]=2)=[O:18])[CH2:31][CH2:32][CH3:33])[C:11]1=[O:27])[CH2:8][CH3:9])([CH3:2])([CH3:3])[CH3:4]. The catalyst is CN(C=O)C. The reactants are [C:1]([O:5][C:6](=[O:28])[C@@H:7]([N:10]1[CH:15]=[CH:14][CH:13]=[C:12]([NH:16][C:17]([O:19][CH2:20][C:21]2[CH:26]=[CH:25][CH:24]=[CH:23][CH:22]=2)=[O:18])[C:11]1=[O:27])[CH2:8][CH3:9])([CH3:4])([CH3:3])[CH3:2].[H-].[Na+].[CH2:31](I)[CH2:32][CH3:33]. The yield is 0.400. (6) The reactants are [OH:1][C:2]1[CH:3]=[C:4]2[C:9](=[CH:10][CH:11]=1)[C:8](=[O:12])[CH2:7][CH2:6][C:5]2([CH3:14])[CH3:13].[F:15][C:16]([F:36])([F:35])[S:17](N(C1C=CC(Cl)=CN=1)[S:17]([C:16]([F:36])([F:35])[F:15])(=[O:19])=[O:18])(=[O:19])=[O:18]. The catalyst is ClCCl.CN(C)C1C=CN=CC=1. The product is [CH3:13][C:5]1([CH3:14])[C:4]2[C:9](=[CH:10][CH:11]=[C:2]([O:1][S:17]([C:16]([F:36])([F:35])[F:15])(=[O:19])=[O:18])[CH:3]=2)[C:8](=[O:12])[CH2:7][CH2:6]1. The yield is 0.900. (7) The reactants are [NH2:1][C:2]1[C:7]([O:8][CH2:9][CH:10]2[CH2:15][CH2:14][N:13]([C:16]3[N:21]=[C:20]([O:22][C@H:23]([CH3:27])[CH2:24][O:25][CH3:26])[N:19]=[C:18](C(C#N)C#N)[N:17]=3)[CH2:12][CH2:11]2)=[CH:6][C:5]([C:33]2[N:34]=[CH:35][N:36]([CH3:38])[CH:37]=2)=[CH:4][N:3]=1.[NH2:39][C@H:40]([CH3:45])[C:41]([CH3:44])([OH:43])[CH3:42].CCN(C(C)C)C(C)C.C1C=C(Cl)C=C([C:62](OO)=[O:63])C=1. The catalyst is CC#N.CS(C)=O. The product is [NH2:1][C:2]1[C:7]([O:8][CH2:9][CH:10]2[CH2:15][CH2:14][N:13]([C:16]3[N:21]=[C:20]([O:22][C@H:23]([CH3:27])[CH2:24][O:25][CH3:26])[N:19]=[C:18]([C:62]([NH:39][C@@H:40]([C:41]([OH:43])([CH3:44])[CH3:42])[CH3:45])=[O:63])[N:17]=3)[CH2:12][CH2:11]2)=[CH:6][C:5]([C:33]2[N:34]=[CH:35][N:36]([CH3:38])[CH:37]=2)=[CH:4][N:3]=1. The yield is 0.230.